This data is from Full USPTO retrosynthesis dataset with 1.9M reactions from patents (1976-2016). The task is: Predict the reactants needed to synthesize the given product. (1) Given the product [CH:53]1([S:56]([NH:59][C:38]([C@@:19]23[CH2:18][C@H:17]2[CH:16]=[CH:15][CH2:14][CH2:13][CH2:12][N:11]([CH:70]2[CH2:60][CH2:69]2)[CH2:10][C@H:9]([NH:8][C:6](=[O:7])[O:5][C:1]([CH3:2])([CH3:4])[CH3:3])[C:27](=[O:28])[N:26]2[C@@H:22]([CH2:23][C@@H:24]([O:29][Si:30]([C:33]([CH3:35])([CH3:36])[CH3:34])([CH3:31])[CH3:32])[CH2:25]2)[C:21](=[O:37])[NH:20]3)=[O:39])(=[O:58])=[O:57])[CH2:55][CH2:54]1, predict the reactants needed to synthesize it. The reactants are: [C:1]([O:5][C:6]([NH:8][C@@H:9]1[C:27](=[O:28])[N:26]2[C@@H:22]([CH2:23][C@@H:24]([O:29][Si:30]([C:33]([CH3:36])([CH3:35])[CH3:34])([CH3:32])[CH3:31])[CH2:25]2)[C:21](=[O:37])[NH:20][C@@:19]2([C:38](O)=[O:39])[C@@H:17]([CH2:18]2)[CH:16]=[CH:15][CH2:14][CH2:13][CH2:12][NH:11][CH2:10]1)=[O:7])([CH3:4])([CH3:3])[CH3:2].C1N=CN(C(N2C=NC=C2)=O)C=1.[CH:53]1([S:56]([NH2:59])(=[O:58])=[O:57])[CH2:55][CH2:54]1.[CH2:60]1[CH2:70][CH2:69]N2C(=NCCC2)CC1. (2) Given the product [CH2:17]1[CH2:16][O:15][C:12]2[CH:13]=[CH:14][C:9]([NH:8][C:6]3[C:5]([F:19])=[CH:4][N:3]=[C:2]([N:20]=[CH:21][C:22]4[CH:26]=[CH:25][O:24][CH:23]=4)[N:7]=3)=[CH:10][C:11]=2[O:18]1, predict the reactants needed to synthesize it. The reactants are: Cl[C:2]1[N:7]=[C:6]([NH:8][C:9]2[CH:14]=[CH:13][C:12]3[O:15][CH2:16][CH2:17][O:18][C:11]=3[CH:10]=2)[C:5]([F:19])=[CH:4][N:3]=1.[NH2:20][CH:21]=[C:22]1[CH:26]=[CH:25][O:24][CH2:23]1. (3) The reactants are: [Li+].CC([N-]C(C)C)C.[O:9]=[C:10]([CH3:25])[CH2:11][CH:12]1[CH2:17][CH2:16][N:15]([C:18]([O:20][C:21]([CH3:24])([CH3:23])[CH3:22])=[O:19])[CH2:14][CH2:13]1.Cl[Si:27]([CH3:30])([CH3:29])[CH3:28].C([O-])(O)=O.[Na+]. Given the product [CH3:28][Si:27]([CH3:30])([CH3:29])[O:9][C:10](=[CH2:25])[CH2:11][CH:12]1[CH2:13][CH2:14][N:15]([C:18]([O:20][C:21]([CH3:24])([CH3:23])[CH3:22])=[O:19])[CH2:16][CH2:17]1, predict the reactants needed to synthesize it. (4) Given the product [CH2:30]([O:29][CH2:28][C:17]1[N:18]([CH2:19][C:20]([CH3:22])([NH:23][S:24]([CH3:27])(=[O:26])=[O:25])[CH3:21])[C:14]2[C:13]3[CH:12]=[CH:11][CH:10]=[CH:9][C:8]=3[N:7]=[C:6]([NH:5][C:1](=[O:3])[CH3:2])[C:15]=2[N:16]=1)[CH3:31], predict the reactants needed to synthesize it. The reactants are: [C:1](Cl)(=[O:3])[CH3:2].[NH2:5][C:6]1[C:15]2[N:16]=[C:17]([CH2:28][O:29][CH2:30][CH3:31])[N:18]([CH2:19][C:20]([NH:23][S:24]([CH3:27])(=[O:26])=[O:25])([CH3:22])[CH3:21])[C:14]=2[C:13]2[CH:12]=[CH:11][CH:10]=[CH:9][C:8]=2[N:7]=1.C(N(CC)CC)C.C(OC(=O)C)(=O)C. (5) Given the product [C:18]([O:22][C:23](=[O:30])[NH:24][C@H:25]1[CH2:28][C@H:27]([N:29]2[C:2]3=[N:7][CH:6]=[CH:5][N:4]=[C:3]3[C:8]([CH3:13])([CH3:12])[C:9]2=[O:11])[CH2:26]1)([CH3:21])([CH3:19])[CH3:20], predict the reactants needed to synthesize it. The reactants are: Cl[C:2]1[C:3]([C:8]([CH3:13])([CH3:12])[C:9]([OH:11])=O)=[N:4][CH:5]=[CH:6][N:7]=1.S(Cl)(Cl)=O.[C:18]([O:22][C:23](=[O:30])[NH:24][C@H:25]1[CH2:28][C@H:27]([NH2:29])[CH2:26]1)([CH3:21])([CH3:20])[CH3:19].C(N(C(C)C)CC)(C)C.CC(C)([O-])C.[Na+]. (6) Given the product [O-:2][N+:3]1[C:8]2[CH:9]=[CH:10][CH:11]=[CH:12][C:7]=2[N+:6]([O-:13])=[C:5]([NH:14][CH2:15][CH2:16][CH2:17][N:18]([CH3:29])[CH2:19][CH2:20][CH2:21][NH:22][C:23]([C:24]2[C:48]3[C:43](=[N:42][C:41]4[C:50]([N:49]=3)=[CH:37][CH:38]=[CH:39][CH:40]=4)[CH:44]=[CH:45][CH:46]=2)=[O:28])[N:4]=1, predict the reactants needed to synthesize it. The reactants are: N.[O-:2][N+:3]1[C:8]2[CH:9]=[CH:10][CH:11]=[CH:12][C:7]=2[N+:6]([O-:13])=[C:5]([NH:14][CH2:15][CH2:16][CH2:17][N:18]([CH3:29])[CH2:19][CH2:20][CH2:21][NH:22][C:23](=[O:28])[C:24](F)(F)F)[N:4]=1.N1(C([C:37]2[C:50]3[C:41](=[N:42][C:43]4[C:48]([N:49]=3)=C[CH:46]=[CH:45][CH:44]=4)[CH:40]=[CH:39][CH:38]=2)=O)C=CN=C1.